Dataset: Catalyst prediction with 721,799 reactions and 888 catalyst types from USPTO. Task: Predict which catalyst facilitates the given reaction. (1) Reactant: [Br:1][C:2]1[CH:15]=[CH:14][C:13]2[C:4](=[C:5]([OH:16])[N:6]=[C:7]3[C:12]=2[CH:11]=[CH:10][CH:9]=[CH:8]3)[CH:3]=1.BrC1C=CC(S(O[C@@H:28]2[CH2:32][N:31]([C:33]([O:35][C:36]([CH3:39])([CH3:38])[CH3:37])=[O:34])[C@H:30]([C:40]([O:42][CH3:43])=[O:41])[CH2:29]2)(=O)=O)=CC=1.C([O-])([O-])=O.[Cs+].[Cs+].O. Product: [Br:1][C:2]1[CH:15]=[CH:14][C:13]2[C:4](=[C:5]([O:16][C@H:28]3[CH2:32][N:31]([C:33]([O:35][C:36]([CH3:39])([CH3:38])[CH3:37])=[O:34])[C@H:30]([C:40]([O:42][CH3:43])=[O:41])[CH2:29]3)[N:6]=[C:7]3[C:12]=2[CH:11]=[CH:10][CH:9]=[CH:8]3)[CH:3]=1. The catalyst class is: 296. (2) Reactant: [C@@H:1]1([O:12][C:13]2[C:17]([CH2:18][C:19]3[CH:24]=[CH:23][CH:22]=[CH:21][C:20]=3[OH:25])=[C:16]([C:26]([F:29])([F:28])[F:27])[N:15]([CH2:30][CH2:31][OH:32])[N:14]=2)[O:9][C@H:8]([CH2:10][OH:11])[C@@H:6]([OH:7])[C@H:4]([OH:5])[C@H:2]1[OH:3].[CH2:33](Br)[C:34]1[CH:39]=[CH:38][CH:37]=[CH:36][CH:35]=1.C(=O)([O-])[O-].[K+].[K+].O. Product: [CH2:33]([O:25][C:20]1[CH:21]=[CH:22][CH:23]=[CH:24][C:19]=1[CH2:18][C:17]1[C:13]([O:12][C@@H:1]2[O:9][C@H:8]([CH2:10][OH:11])[C@@H:6]([OH:7])[C@H:4]([OH:5])[C@H:2]2[OH:3])=[N:14][N:15]([CH2:30][CH2:31][OH:32])[C:16]=1[C:26]([F:27])([F:29])[F:28])[C:34]1[CH:39]=[CH:38][CH:37]=[CH:36][CH:35]=1. The catalyst class is: 9. (3) Reactant: [F:1][C:2]1[CH:7]=[C:6]([F:8])[CH:5]=[CH:4][C:3]=1[S:9]([NH:12][C:13]1[C:14]([O:28][CH3:29])=[N:15][CH:16]=[C:17](B2OC(C)(C)C(C)(C)O2)[CH:18]=1)(=[O:11])=[O:10].Br[C:31]1[CH:32]=[CH:33][C:34]2[N:35]([CH:37]=[CH:38][N:39]=2)N=1.[CH2:40](Cl)Cl.C([O-])([O-])=O.[Na+].[Na+].N#N. Product: [F:1][C:2]1[CH:7]=[C:6]([F:8])[CH:5]=[CH:4][C:3]=1[S:9]([NH:12][C:13]1[C:14]([O:28][CH3:29])=[N:15][CH:16]=[C:17]([C:31]2[CH:32]=[CH:33][C:34]3[N:35]([CH:37]=[CH:38][N:39]=3)[CH:40]=2)[CH:18]=1)(=[O:10])=[O:11]. The catalyst class is: 622. (4) Reactant: [NH2:1][C:2]1[O:6][CH:5]([C:7]2[CH:12]=[CH:11][C:10]([Cl:13])=[CH:9][CH:8]=2)[C:4](=[O:14])[C:3]=1[OH:15].C([O-])([O-])=O.[K+].[K+].[C:22]1([S:28](Cl)(=[O:30])=[O:29])[CH:27]=[CH:26][CH:25]=[CH:24][CH:23]=1. Product: [Cl:13][C:10]1[CH:9]=[CH:8][C:7]([CH:5]2[C:4](=[O:14])[C:3]([O:15][S:28]([C:22]3[CH:27]=[CH:26][CH:25]=[CH:24][CH:23]=3)(=[O:30])=[O:29])=[C:2]([NH2:1])[O:6]2)=[CH:12][CH:11]=1. The catalyst class is: 1. (5) Reactant: [CH:1]1([N:6]2[CH2:11][CH2:10][N:9]([C:12]3[CH:13]=[C:14]4[CH:20]=[C:19]([C:21](O)=[O:22])[NH:18][C:15]4=[CH:16][N:17]=3)[CH2:8][CH2:7]2)[CH2:5][CH2:4][CH2:3][CH2:2]1.CN(C=O)C.[CH2:29]([N:31](CC)[CH2:32][CH3:33])[CH3:30].N1CCCC1. Product: [CH:1]1([N:6]2[CH2:7][CH2:8][N:9]([C:12]3[CH:13]=[C:14]4[CH:20]=[C:19]([C:21]([N:31]5[CH2:32][CH2:33][CH2:30][CH2:29]5)=[O:22])[NH:18][C:15]4=[CH:16][N:17]=3)[CH2:10][CH2:11]2)[CH2:2][CH2:3][CH2:4][CH2:5]1. The catalyst class is: 2. (6) Reactant: Br[C:2]1[CH:7]=[CH:6][C:5]([C:8]2[N:12]([C:13]3[CH:14]=[CH:15][C:16]([S:19]([NH2:22])(=[O:21])=[O:20])=[N:17][CH:18]=3)[N:11]=[C:10]([C:23]([F:26])([F:25])[F:24])[C:9]=2[CH2:27][CH3:28])=[CH:4][C:3]=1[F:29].C([Sn](CCCC)(CCCC)[C:35]1[N:36]=[CH:37][S:38][CH:39]=1)CCC.[Cl-].[Li+]. Product: [CH2:27]([C:9]1[C:10]([C:23]([F:26])([F:25])[F:24])=[N:11][N:12]([C:13]2[CH:14]=[CH:15][C:16]([S:19]([NH2:22])(=[O:21])=[O:20])=[N:17][CH:18]=2)[C:8]=1[C:5]1[CH:6]=[CH:7][C:2]([C:35]2[N:36]=[CH:37][S:38][CH:39]=2)=[C:3]([F:29])[CH:4]=1)[CH3:28]. The catalyst class is: 660.